From a dataset of NCI-60 drug combinations with 297,098 pairs across 59 cell lines. Regression. Given two drug SMILES strings and cell line genomic features, predict the synergy score measuring deviation from expected non-interaction effect. (1) Drug 1: C1CCN(CC1)CCOC2=CC=C(C=C2)C(=O)C3=C(SC4=C3C=CC(=C4)O)C5=CC=C(C=C5)O. Drug 2: CNC(=O)C1=NC=CC(=C1)OC2=CC=C(C=C2)NC(=O)NC3=CC(=C(C=C3)Cl)C(F)(F)F. Cell line: SW-620. Synergy scores: CSS=10.1, Synergy_ZIP=-0.326, Synergy_Bliss=-1.82, Synergy_Loewe=-6.85, Synergy_HSA=-6.08. (2) Drug 1: CN1CCC(CC1)COC2=C(C=C3C(=C2)N=CN=C3NC4=C(C=C(C=C4)Br)F)OC. Synergy scores: CSS=-5.40, Synergy_ZIP=1.64, Synergy_Bliss=-0.586, Synergy_Loewe=-9.31, Synergy_HSA=-5.54. Drug 2: CC1CCCC2(C(O2)CC(NC(=O)CC(C(C(=O)C(C1O)C)(C)C)O)C(=CC3=CSC(=N3)C)C)C. Cell line: SK-MEL-28. (3) Drug 1: C1=NC2=C(N=C(N=C2N1C3C(C(C(O3)CO)O)F)Cl)N. Drug 2: CC1CCC2CC(C(=CC=CC=CC(CC(C(=O)C(C(C(=CC(C(=O)CC(OC(=O)C3CCCCN3C(=O)C(=O)C1(O2)O)C(C)CC4CCC(C(C4)OC)O)C)C)O)OC)C)C)C)OC. Cell line: SK-MEL-5. Synergy scores: CSS=5.38, Synergy_ZIP=-0.529, Synergy_Bliss=-0.448, Synergy_Loewe=-2.82, Synergy_HSA=-2.25. (4) Drug 1: C1=NC2=C(N1)C(=S)N=CN2. Drug 2: CC(C)CN1C=NC2=C1C3=CC=CC=C3N=C2N. Cell line: COLO 205. Synergy scores: CSS=41.5, Synergy_ZIP=4.19, Synergy_Bliss=4.49, Synergy_Loewe=5.14, Synergy_HSA=4.95.